From a dataset of Peptide-MHC class I binding affinity with 185,985 pairs from IEDB/IMGT. Regression. Given a peptide amino acid sequence and an MHC pseudo amino acid sequence, predict their binding affinity value. This is MHC class I binding data. (1) The peptide sequence is HPYVFCALL. The MHC is HLA-B15:01 with pseudo-sequence HLA-B15:01. The binding affinity (normalized) is 0.0847. (2) The peptide sequence is NIMEFCKAY. The MHC is HLA-A02:06 with pseudo-sequence HLA-A02:06. The binding affinity (normalized) is 0.269.